This data is from Forward reaction prediction with 1.9M reactions from USPTO patents (1976-2016). The task is: Predict the product of the given reaction. (1) Given the reactants [NH2:1][C@@H:2]([C:6]([OH:9])([CH3:8])[CH3:7])[C:3]([OH:5])=[O:4].[C:10]([O:14][C:15](O[C:15]([O:14][C:10]([CH3:13])([CH3:12])[CH3:11])=[O:16])=[O:16])([CH3:13])([CH3:12])[CH3:11], predict the reaction product. The product is: [C:10]([O:14][C:15]([NH:1][C@@H:2]([C:6]([OH:9])([CH3:8])[CH3:7])[C:3]([OH:5])=[O:4])=[O:16])([CH3:13])([CH3:12])[CH3:11]. (2) Given the reactants C(OC([N:8]1[CH2:13][CH2:12][C:11]([C:15]2[CH:20]=[CH:19][CH:18]=[C:17]([N:21]([CH3:23])[CH3:22])[CH:16]=2)(O)[CH2:10][CH2:9]1)=O)(C)(C)C.[Cl:24][C:25]1[CH:30]=[CH:29][CH:28]=[CH:27][CH:26]=1, predict the reaction product. The product is: [Cl:24][C:25]1[CH:30]=[CH:29][C:28]([C:11]2([C:15]3[CH:16]=[C:17]([N:21]([CH3:22])[CH3:23])[CH:18]=[CH:19][CH:20]=3)[CH2:10][CH2:9][NH:8][CH2:13][CH2:12]2)=[CH:27][CH:26]=1. (3) Given the reactants [H-].C(O[Al](OC(C)(C)C)OC(C)(C)C)(C)(C)C.[Li+].[C:19]([O:22][C@@H:23]1[CH2:47][CH2:46][C@@:45]2([CH3:48])[C@H:25]([CH2:26][CH2:27][C@@H:28]3[C@@H:44]2[CH2:43][C:42](=[O:49])[C@@:41]2([CH3:50])[C@H:29]3[CH2:30][CH2:31][C@@H:32]2[C@H:33]([CH3:40])[CH2:34][CH2:35][C:36]([O:38][CH3:39])=[O:37])[CH2:24]1)(=[O:21])[CH3:20], predict the reaction product. The product is: [C:19]([O:22][C@@H:23]1[CH2:47][CH2:46][C@@:45]2([CH3:48])[C@H:25]([CH2:26][CH2:27][C@@H:28]3[C@@H:44]2[CH2:43][C@H:42]([OH:49])[C@@:41]2([CH3:50])[C@H:29]3[CH2:30][CH2:31][C@@H:32]2[C@H:33]([CH3:40])[CH2:34][CH2:35][C:36]([O:38][CH3:39])=[O:37])[CH2:24]1)(=[O:21])[CH3:20].